This data is from Reaction yield outcomes from USPTO patents with 853,638 reactions. The task is: Predict the reaction yield, written as a fraction of the theoretical maximum amount of product (1.0 means a 100% yield; for example, 0.34 means a 34% yield). (1) The reactants are [CH3:1][O:2][C:3]1[CH:4]=[C:5]([C:12]2[CH:17]=[CH:16][CH:15]=[CH:14][CH:13]=2)[CH:6]=[C:7]([N+:9]([O-])=O)[CH:8]=1. The catalyst is C(O)C.[Pd]. The product is [CH3:1][O:2][C:3]1[CH:8]=[C:7]([NH2:9])[CH:6]=[C:5]([C:12]2[CH:17]=[CH:16][CH:15]=[CH:14][CH:13]=2)[CH:4]=1. The yield is 0.910. (2) The reactants are [O:1]1[CH2:5][CH2:4][O:3][CH:2]1[C:6]1[S:7][CH:8]=[CH:9][N:10]=1.CCCCCC.C([Li])CCC.[CH3:22][O:23][CH2:24][C:25](OC)=[O:26].O. The catalyst is O1CCCC1. The product is [O:1]1[CH2:5][CH2:4][O:3][CH:2]1[C:6]1[S:7][C:8]([C:25](=[O:26])[CH2:24][O:23][CH3:22])=[CH:9][N:10]=1. The yield is 0.620. (3) The reactants are [N:1]([CH:4]1[C:10]2[CH:11]=[N:12][CH:13]=[CH:14][C:9]=2[CH2:8][CH2:7][C:6]2[CH:15]=[CH:16][CH:17]=[CH:18][C:5]1=2)=[C:2]=[S:3].[Cl:19][C:20]1[CH:21]=[C:22]([C:28]([OH:30])=[O:29])[CH:23]=[N:24][C:25]=1[NH:26][NH2:27]. The catalyst is CC(N(C)C)=O. The product is [Cl:19][C:20]1[CH:21]=[C:22]([C:28]([OH:30])=[O:29])[CH:23]=[N:24][C:25]=1[NH:26][NH:27][C:2]([NH:1][CH:4]1[C:10]2[CH:11]=[N:12][CH:13]=[CH:14][C:9]=2[CH2:8][CH2:7][C:6]2[CH:15]=[CH:16][CH:17]=[CH:18][C:5]1=2)=[S:3]. The yield is 0.940. (4) The reactants are [Br:1][C:2]1[CH:3]=[C:4]2[C:10](I)=[N:9][N:8]([CH:12]3[CH2:17][CH2:16][CH2:15][CH2:14][O:13]3)[C:5]2=[CH:6][N:7]=1.[NH:18]1[CH:22]=[CH:21][C:20](B(O)O)=[N:19]1.C([O-])(=O)C.[K+].O. The catalyst is C(=O)([O-])[O-].[Na+].[Na+].C1C=CC(P(C2C=CC=CC=2)[C-]2C=CC=C2)=CC=1.C1C=CC(P(C2C=CC=CC=2)[C-]2C=CC=C2)=CC=1.Cl[Pd]Cl.[Fe+2].C(#N)C. The product is [Br:1][C:2]1[CH:3]=[C:4]2[C:10]([C:22]3[CH:21]=[CH:20][NH:19][N:18]=3)=[N:9][N:8]([CH:12]3[CH2:17][CH2:16][CH2:15][CH2:14][O:13]3)[C:5]2=[CH:6][N:7]=1. The yield is 0.440.